From a dataset of Peptide-MHC class II binding affinity with 134,281 pairs from IEDB. Regression. Given a peptide amino acid sequence and an MHC pseudo amino acid sequence, predict their binding affinity value. This is MHC class II binding data. (1) The peptide sequence is VEDNLVKLKNVLNVY. The MHC is DRB1_0405 with pseudo-sequence DRB1_0405. The binding affinity (normalized) is 0.564. (2) The MHC is HLA-DQA10301-DQB10302 with pseudo-sequence HLA-DQA10301-DQB10302. The peptide sequence is ELRKTYNLLDAVSRH. The binding affinity (normalized) is 0.0565. (3) The peptide sequence is WITQCFLPVFLAQPP. The MHC is HLA-DQA10101-DQB10501 with pseudo-sequence HLA-DQA10101-DQB10501. The binding affinity (normalized) is 0.391.